Dataset: Forward reaction prediction with 1.9M reactions from USPTO patents (1976-2016). Task: Predict the product of the given reaction. (1) Given the reactants [Cl:1][C:2]1[C:10]([Cl:11])=[CH:9][CH:8]=[CH:7][C:3]=1[C:4]([OH:6])=O.[F:12][C:13]([F:32])([F:31])[C:14]1[N:19]=[CH:18][C:17]([CH:20]([N:23]2[CH2:28][CH2:27][C:26]([F:30])([F:29])[CH2:25][CH2:24]2)[CH2:21][NH2:22])=[CH:16][CH:15]=1, predict the reaction product. The product is: [Cl:1][C:2]1[C:10]([Cl:11])=[CH:9][CH:8]=[CH:7][C:3]=1[C:4]([NH:22][CH2:21][CH:20]([N:23]1[CH2:24][CH2:25][C:26]([F:30])([F:29])[CH2:27][CH2:28]1)[C:17]1[CH:18]=[N:19][C:14]([C:13]([F:12])([F:31])[F:32])=[CH:15][CH:16]=1)=[O:6]. (2) Given the reactants [Si:1]([O:8][C@@H:9]1[C@@:26]2([CH3:27])[C:13](=[CH:14][CH2:15][C@@H:16]3[C@@H:25]2[CH2:24][CH2:23][C@@:21]2([CH3:22])[C@H:17]3[CH2:18][CH2:19][C:20]2=[CH2:28])[CH2:12][C@@H:11]([O:29][Si:30]([C:33]([CH3:36])([CH3:35])[CH3:34])([CH3:32])[CH3:31])[CH2:10]1)([C:4]([CH3:7])([CH3:6])[CH3:5])([CH3:3])[CH3:2].C12BC(CCC1)CCC2.[OH-:46].[Na+].OO, predict the reaction product. The product is: [Si:1]([O:8][C@@H:9]1[C@@:26]2([CH3:27])[C:13](=[CH:14][CH2:15][C@@H:16]3[C@@H:25]2[CH2:24][CH2:23][C@@:21]2([CH3:22])[C@H:17]3[CH2:18][CH2:19][C@@H:20]2[CH2:28][OH:46])[CH2:12][C@@H:11]([O:29][Si:30]([C:33]([CH3:36])([CH3:35])[CH3:34])([CH3:31])[CH3:32])[CH2:10]1)([C:4]([CH3:7])([CH3:6])[CH3:5])([CH3:3])[CH3:2]. (3) Given the reactants Br[C:2]1[CH:3]=[C:4]([C:8]2[N:13]=[C:12]([C:14]3[S:15][C:16]([Cl:19])=[CH:17][CH:18]=3)[CH:11]=[C:10]([C:20]([F:23])([F:22])[F:21])[N:9]=2)[CH:5]=[CH:6][CH:7]=1.[NH2:24][C:25]1[CH:30]=[CH:29][C:28](B2OC(C)(C)C(C)(C)O2)=[CH:27][N:26]=1, predict the reaction product. The product is: [Cl:19][C:16]1[S:15][C:14]([C:12]2[CH:11]=[C:10]([C:20]([F:23])([F:22])[F:21])[N:9]=[C:8]([C:4]3[CH:3]=[C:2]([C:28]4[CH:29]=[CH:30][C:25]([NH2:24])=[N:26][CH:27]=4)[CH:7]=[CH:6][CH:5]=3)[N:13]=2)=[CH:18][CH:17]=1. (4) Given the reactants [OH:1][C:2]1[CH:10]=[C:6]([C:7](O)=[O:8])[C:5]([NH2:11])=[CH:4][CH:3]=1.C([O-])([O-])OC.C([O-])(=O)C.[NH4+:21].[CH3:22]O, predict the reaction product. The product is: [OH:1][C:2]1[CH:10]=[C:6]2[C:5](=[CH:4][CH:3]=1)[N:11]=[CH:22][NH:21][C:7]2=[O:8]. (5) The product is: [CH:27]1[C:26]2[CH:25]([CH2:24][O:23][C:21]([N:18]([CH3:17])[N:19]([CH2:1][C:3]3[N:4]([CH2:12][CH2:13][C:14]([OH:16])=[O:15])[C:5]4[C:10]([CH:11]=3)=[CH:9][CH:8]=[CH:7][CH:6]=4)[CH3:20])=[O:22])[C:37]3[C:32](=[CH:33][CH:34]=[CH:35][CH:36]=3)[C:31]=2[CH:30]=[CH:29][CH:28]=1. Given the reactants [CH:1]([C:3]1[N:4]([CH2:12][CH2:13][C:14]([OH:16])=[O:15])[C:5]2[C:10]([CH:11]=1)=[CH:9][CH:8]=[CH:7][CH:6]=2)=O.[CH3:17][N:18]([C:21]([O:23][CH2:24][CH:25]1[C:37]2[CH:36]=[CH:35][CH:34]=[CH:33][C:32]=2[C:31]2[C:26]1=[CH:27][CH:28]=[CH:29][CH:30]=2)=[O:22])[NH:19][CH3:20].C(O[BH-](OC(=O)C)OC(=O)C)(=O)C.[Na+], predict the reaction product. (6) Given the reactants FC(F)(F)C(O)=O.[C:8]([C:12]1[CH:13]=[C:14]([CH:24]=[C:25]([C:28]([CH3:31])([CH3:30])[CH3:29])[C:26]=1[OH:27])[O:15][CH2:16][C:17]([O:19]C(C)(C)C)=[O:18])([CH3:11])([CH3:10])[CH3:9], predict the reaction product. The product is: [C:8]([C:12]1[CH:13]=[C:14]([CH:24]=[C:25]([C:28]([CH3:31])([CH3:30])[CH3:29])[C:26]=1[OH:27])[O:15][CH2:16][C:17]([OH:19])=[O:18])([CH3:11])([CH3:10])[CH3:9]. (7) Given the reactants [CH3:1][C@H:2]1[CH2:6][CH2:5][CH2:4][N:3]1[CH2:7][CH2:8][CH2:9][N:10]1[CH2:14][CH2:13][N:12]([CH2:15][CH2:16][CH2:17][N:18]2[CH2:22][CH2:21][CH2:20][C@@H:19]2[CH3:23])[C:11]1=[C:24]([S:27]([C:30]1[CH:35]=[CH:34][CH:33]=[CH:32][CH:31]=1)(=[O:29])=[O:28])[C:25]#[N:26].[ClH:36].C(OCC)(=O)C, predict the reaction product. The product is: [ClH:36].[CH3:1][C@H:2]1[CH2:6][CH2:5][CH2:4][N:3]1[CH2:7][CH2:8][CH2:9][N:10]1[CH2:14][CH2:13][N:12]([CH2:15][CH2:16][CH2:17][N:18]2[CH2:22][CH2:21][CH2:20][C@@H:19]2[CH3:23])[C:11]1=[C:24]([S:27]([C:30]1[CH:31]=[CH:32][CH:33]=[CH:34][CH:35]=1)(=[O:29])=[O:28])[C:25]#[N:26]. (8) The product is: [CH3:10][O:11][C:12]1[N:17]=[CH:16][C:15]([CH2:18][NH:1][C:2]2[N:7]=[CH:6][C:5]([CH:8]=[O:9])=[CH:4][N:3]=2)=[CH:14][CH:13]=1. Given the reactants [NH2:1][C:2]1[N:7]=[CH:6][C:5]([CH:8]=[O:9])=[CH:4][N:3]=1.[CH3:10][O:11][C:12]1[N:17]=[CH:16][C:15]([CH:18]=O)=[CH:14][CH:13]=1.FC(F)(F)C(O)=O.C([SiH](CC)CC)C, predict the reaction product. (9) Given the reactants [Cl:1][C:2]1[CH:8]=[CH:7][C:5]([NH2:6])=[CH:4][C:3]=1[C:9]([F:12])([F:11])[F:10].[C:13](Cl)(=[O:17])[C:14]([CH3:16])=[CH2:15], predict the reaction product. The product is: [Cl:1][C:2]1[CH:8]=[CH:7][C:5]([NH:6][C:13](=[O:17])[C:14]([CH3:16])=[CH2:15])=[CH:4][C:3]=1[C:9]([F:10])([F:11])[F:12].